Dataset: Peptide-MHC class I binding affinity with 185,985 pairs from IEDB/IMGT. Task: Regression. Given a peptide amino acid sequence and an MHC pseudo amino acid sequence, predict their binding affinity value. This is MHC class I binding data. (1) The peptide sequence is SVPEPAAGI. The MHC is HLA-B07:02 with pseudo-sequence HLA-B07:02. The binding affinity (normalized) is 0.216. (2) The MHC is HLA-A03:01 with pseudo-sequence HLA-A03:01. The binding affinity (normalized) is 0.0847. The peptide sequence is MLKLRQARL. (3) The peptide sequence is SVFPFDGTR. The MHC is HLA-B27:05 with pseudo-sequence HLA-B27:05. The binding affinity (normalized) is 0.0847.